This data is from Full USPTO retrosynthesis dataset with 1.9M reactions from patents (1976-2016). The task is: Predict the reactants needed to synthesize the given product. Given the product [F:21][C:5]1[CH:4]=[CH:3][C:2]([I:27])=[CH:7][C:6]=1[C@:8]1([CH2:19][F:20])[CH2:13][C@@H:12]([C:14]([F:17])([F:16])[F:15])[O:11][C:10]([NH2:18])=[N:9]1, predict the reactants needed to synthesize it. The reactants are: N[C:2]1[CH:3]=[CH:4][C:5]([F:21])=[C:6]([C@:8]2([CH2:19][F:20])[CH2:13][C@@H:12]([C:14]([F:17])([F:16])[F:15])[O:11][C:10]([NH2:18])=[N:9]2)[CH:7]=1.Cl.N([O-])=O.[Na+].[I-:27].[K+].C(=O)(O)[O-].[Na+].